From a dataset of Catalyst prediction with 721,799 reactions and 888 catalyst types from USPTO. Predict which catalyst facilitates the given reaction. Reactant: [CH:1](=[O:4])[CH:2]=[CH2:3].[C:5]([Si:9]([CH3:38])([CH3:37])[O:10][C@@H:11]1[CH2:16][NH:15][CH2:14][C@H:13]([NH:17][C:18]2[C:19]3[CH:26]=[CH:25][N:24]([S:27]([C:30]4[CH:36]=[CH:35][C:33]([CH3:34])=[CH:32][CH:31]=4)(=[O:29])=[O:28])[C:20]=3[N:21]=[CH:22][N:23]=2)[CH2:12]1)([CH3:8])([CH3:7])[CH3:6].C(Cl)(=O)C=C. Product: [Si:9]([O:10][C@H:11]1[CH2:12][C@@H:13]([NH:17][C:18]2[C:19]3[CH:26]=[CH:25][N:24]([S:27]([C:30]4[CH:36]=[CH:35][C:33]([CH3:34])=[CH:32][CH:31]=4)(=[O:28])=[O:29])[C:20]=3[N:21]=[CH:22][N:23]=2)[CH2:14][N:15]([C:1](=[O:4])[CH:2]=[CH2:3])[CH2:16]1)([C:5]([CH3:8])([CH3:7])[CH3:6])([CH3:38])[CH3:37]. The catalyst class is: 2.